This data is from Forward reaction prediction with 1.9M reactions from USPTO patents (1976-2016). The task is: Predict the product of the given reaction. (1) Given the reactants C(C1N=C(N2CCC(F)(F)C2)C2C(=NN(CC)N=2)N=1)(C)(C)C.[C:23]([C:27]1[N:28]=[C:29]([N:36]2[CH2:40][CH2:39][C:38]([F:42])([F:41])[CH2:37]2)[C:30]2[N:35]=[N:34][NH:33][C:31]=2[N:32]=1)([CH3:26])([CH3:25])[CH3:24].I[CH2:44][C:45]1([CH3:49])[CH2:48][O:47][CH2:46]1, predict the reaction product. The product is: [C:23]([C:27]1[N:28]=[C:29]([N:36]2[CH2:40][CH2:39][C:38]([F:41])([F:42])[CH2:37]2)[C:30]2[C:31](=[N:33][N:34]([CH2:44][C:45]3([CH3:49])[CH2:48][O:47][CH2:46]3)[N:35]=2)[N:32]=1)([CH3:26])([CH3:24])[CH3:25]. (2) Given the reactants [N:1]1[C:10]2[C:5](=[CH:6][CH:7]=[CH:8][C:9]=2[C:11]([OH:13])=O)[CH:4]=[CH:3][CH:2]=1.[CH2:14]([O:16][C:17]([C:19]1([NH2:28])[CH2:27][C:26]2[C:21](=[CH:22][CH:23]=[CH:24][CH:25]=2)[CH2:20]1)=[O:18])[CH3:15].CN(C(ON1N=NC2C=CC=NC1=2)=[N+](C)C)C.F[P-](F)(F)(F)(F)F.CCN(C(C)C)C(C)C, predict the reaction product. The product is: [CH2:14]([O:16][C:17]([C:19]1([NH:28][C:11]([C:9]2[CH:8]=[CH:7][CH:6]=[C:5]3[C:10]=2[N:1]=[CH:2][CH:3]=[CH:4]3)=[O:13])[CH2:27][C:26]2[C:21](=[CH:22][CH:23]=[CH:24][CH:25]=2)[CH2:20]1)=[O:18])[CH3:15]. (3) Given the reactants CO[C:3]([C:5]1[C:13]2[C:8](=[N:9][CH:10]=[CH:11][CH:12]=2)[NH:7][CH:6]=1)=[O:4].Cl.[N:15]1[CH:20]=[CH:19][CH:18]=[CH:17][C:16]=1[CH2:21]C(O)=O.[Li+].C[Si]([N-][Si](C)(C)C)(C)C, predict the reaction product. The product is: [N:15]1[CH:20]=[CH:19][CH:18]=[CH:17][C:16]=1[CH2:21][C:3]([C:5]1[C:13]2[C:8](=[N:9][CH:10]=[CH:11][CH:12]=2)[NH:7][CH:6]=1)=[O:4]. (4) Given the reactants [C:1]([N:8]1[CH:12]=[CH:11]N=C1)([N:3]1[CH:7]=[CH:6]N=C1)=[O:2].N[CH2:14][C:15]1[CH:16]=[N:17][CH:18]=CC=1.[NH:21]1[C:29]2[C:24](=[CH:25][CH:26]=[CH:27][CH:28]=2)[C:23]([CH2:30][CH2:31][CH2:32][CH2:33]CCN)=[CH:22]1, predict the reaction product. The product is: [NH:21]1[C:29]2[C:24](=[CH:25][CH:26]=[CH:27][CH:28]=2)[C:23]([CH2:30][CH2:31][CH2:32][CH2:33][CH2:11][CH2:12][NH:8][C:1]([NH:3][CH2:7][C:6]2[CH:18]=[N:17][CH:16]=[CH:15][CH:14]=2)=[O:2])=[CH:22]1. (5) Given the reactants [CH2:1]1[C@@H:9]2[N:4]([C:5](=[O:11])[CH2:6][C:7](=O)[CH2:8]2)[CH2:3][CH2:2]1.[NH:12]1[CH2:16][CH2:15][CH2:14][CH2:13]1, predict the reaction product. The product is: [NH:4]1[CH2:9][CH2:1][CH2:2][CH2:3]1.[N:12]1([C:7]2[CH2:8][C@H:9]3[N:4]([CH2:3][CH2:2][CH2:1]3)[C:5](=[O:11])[CH:6]=2)[CH2:16][CH2:15][CH2:14][CH2:13]1. (6) Given the reactants CS[C:3]([N:15]1[CH2:19][CH:18]([C:20]2[CH:25]=[CH:24][CH:23]=[CH:22][CH:21]=2)[C:17]([C:26]2[CH:31]=[CH:30][C:29]([Cl:32])=[CH:28][CH:27]=2)=[N:16]1)=[N:4][S:5]([C:8]1[CH:13]=[CH:12][C:11]([Cl:14])=[CH:10][CH:9]=1)(=[O:7])=[O:6].[CH3:33][NH:34][CH3:35].ClCCl, predict the reaction product. The product is: [CH3:33][N:34]([CH3:35])[C:3]([N:15]1[CH2:19][CH:18]([C:20]2[CH:25]=[CH:24][CH:23]=[CH:22][CH:21]=2)[C:17]([C:26]2[CH:27]=[CH:28][C:29]([Cl:32])=[CH:30][CH:31]=2)=[N:16]1)=[N:4][S:5]([C:8]1[CH:13]=[CH:12][C:11]([Cl:14])=[CH:10][CH:9]=1)(=[O:6])=[O:7].